From a dataset of Full USPTO retrosynthesis dataset with 1.9M reactions from patents (1976-2016). Predict the reactants needed to synthesize the given product. (1) Given the product [CH:7]1[C:6]2[CH:5]([CH2:4][O:3][C:1]([N:18]3[CH2:26][C@H:24]([OH:25])[CH2:23][C@H:19]3[C:20](=[O:22])[NH:27][CH2:28][CH2:29][O:30][CH2:31][CH2:32][OH:33])=[O:2])[C:17]3[C:12](=[CH:13][CH:14]=[CH:15][CH:16]=3)[C:11]=2[CH:10]=[CH:9][CH:8]=1, predict the reactants needed to synthesize it. The reactants are: [C:1]([N:18]1[CH2:26][C@H:24]([OH:25])[CH2:23][C@H:19]1[C:20]([OH:22])=O)([O:3][CH2:4][CH:5]1[C:17]2[C:12](=[CH:13][CH:14]=[CH:15][CH:16]=2)[C:11]2[C:6]1=[CH:7][CH:8]=[CH:9][CH:10]=2)=[O:2].[NH2:27][CH2:28][CH2:29][O:30][CH2:31][CH2:32][OH:33]. (2) Given the product [Br:1][C:2]1[CH:3]=[CH:4][C:5]([Cl:11])=[C:6]([CH:10]=1)[C:7]([C:21]1[CH:22]=[CH:23][C:18]([O:24][CH3:25])=[CH:19][CH:20]=1)=[O:9], predict the reactants needed to synthesize it. The reactants are: [Br:1][C:2]1[CH:3]=[CH:4][C:5]([Cl:11])=[C:6]([CH:10]=1)[C:7]([OH:9])=O.C(Cl)(=O)C(Cl)=O.[C:18]1([O:24][CH3:25])[CH:23]=[CH:22][CH:21]=[CH:20][CH:19]=1.[Al+3].[Cl-].[Cl-].[Cl-].